Dataset: Full USPTO retrosynthesis dataset with 1.9M reactions from patents (1976-2016). Task: Predict the reactants needed to synthesize the given product. (1) Given the product [Br:1][C:2]1[CH:3]=[C:4]2[C:9]([CH:8]=[CH:7][C:6]([O:12][C@H:13]3[CH2:18][CH2:17][C@@H:16]([CH3:19])[CH2:15][CH2:14]3)=[C:5]2[I:20])=[CH:10][CH:11]=1, predict the reactants needed to synthesize it. The reactants are: [Br:1][C:2]1[CH:11]=[CH:10][C:9]2[C:4](=[CH:5][C:6]([O:12][C@H:13]3[CH2:18][CH2:17][C@@H:16]([CH3:19])[CH2:15][CH2:14]3)=[CH:7][CH:8]=2)[CH:3]=1.[I:20]N1C(=O)CCC1=O.C(Cl)Cl. (2) Given the product [OH:1][C:2]1[CH:10]=[CH:9][C:5]([C:6]2[S:8][CH:12]=[CH:13][N:7]=2)=[CH:4][CH:3]=1, predict the reactants needed to synthesize it. The reactants are: [OH:1][C:2]1[CH:10]=[CH:9][C:5]([C:6](=[S:8])[NH2:7])=[CH:4][CH:3]=1.Br[CH2:12][CH:13](OC)OC.CC1C=CC(S(O)(=O)=O)=CC=1. (3) Given the product [C:21]([CH:10]1[CH2:9][N:8]([C:6]([O:20][CH2:19][C:15]2[CH:14]=[N:13][CH:18]=[CH:17][CH:16]=2)=[O:7])[CH2:12]1)#[CH:22], predict the reactants needed to synthesize it. The reactants are: C1N=CN([C:6]([N:8]2[CH:12]=N[CH:10]=[CH:9]2)=[O:7])C=1.[N:13]1[CH:18]=[CH:17][CH:16]=[C:15]([CH2:19][OH:20])[CH:14]=1.[C:21](C1CNC1)#[CH:22].C(N(CC)CC)C.C1CCN2C(=NCCC2)CC1. (4) Given the product [Cl:1][C:2]1[CH:3]=[C:4]([C:8]2[N:12]=[CH:11][N:10](/[CH:13]=[CH:14]\[C:15]([OH:17])=[O:16])[N:9]=2)[CH:5]=[CH:6][CH:7]=1, predict the reactants needed to synthesize it. The reactants are: [Cl:1][C:2]1[CH:3]=[C:4]([C:8]2[N:12]=[CH:11][N:10](/[CH:13]=[CH:14]\[C:15]([O:17]C(C)C)=[O:16])[N:9]=2)[CH:5]=[CH:6][CH:7]=1.C1COCC1.O.[Li+].[OH-]. (5) Given the product [OH:3][C:4]1[CH:9]=[C:8]([CH2:10][C:11]#[N:12])[CH:7]=[CH:6][C:5]=1[OH:1], predict the reactants needed to synthesize it. The reactants are: [O:1]1[C:5]2[CH:6]=[CH:7][C:8]([CH2:10][C:11]#[N:12])=[CH:9][C:4]=2[O:3]C1.B(Br)(Br)Br.O. (6) The reactants are: S1CC(=O)NC1=O.[CH3:8][C:9]1[CH:22]=[CH:21][C:20]([C:23]2[CH:28]=[N:27][CH:26]=[C:25]([N:29]3[CH2:35][CH2:34][CH2:33][N:32]([CH3:36])[CH2:31][CH2:30]3)[N:24]=2)=[CH:19][C:10]=1/[CH:11]=[C:12]1/[C:13](=[O:18])[NH:14][C:15](=[O:17])[S:16]/1. Given the product [CH3:8][C:9]1[CH:22]=[CH:21][C:20]([C:23]2[CH:28]=[N:27][CH:26]=[C:25]([N:29]3[CH2:35][CH2:34][CH2:33][N:32]([CH3:36])[CH2:31][CH2:30]3)[N:24]=2)=[CH:19][C:10]=1[CH:11]=[C:12]1[S:16][C:15](=[O:17])[NH:14][C:13]1=[O:18], predict the reactants needed to synthesize it.